From a dataset of Forward reaction prediction with 1.9M reactions from USPTO patents (1976-2016). Predict the product of the given reaction. (1) Given the reactants Cl[C:2]1[CH:3]=[N:4][C:5]([CH2:8][CH2:9][C:10]([O-:12])=[O:11])=[N:6][CH:7]=1.[B:13]1(B2OC(C)(C)C(C)(C)O2)[O:17]C(C)(C)C(C)(C)[O:14]1.[C:31]([O-])(=O)[CH3:32].[K+], predict the reaction product. The product is: [OH-:11].[NH4+:4].[CH2:31]([O:12][C:10](=[O:11])[CH2:9][CH2:8][C:5]1[N:4]=[CH:3][C:2]([B:13]([OH:17])[OH:14])=[CH:7][N:6]=1)[CH3:32]. (2) Given the reactants [O:1]=[C:2]1[C:11]2[C:6](=[CH:7][CH:8]=[CH:9][CH:10]=2)[C:5]2[CH2:12][C:13]3[CH:14]=[C:15](C(OC)=O)[CH:16]=[CH:17][C:18]=3[C:4]=2[NH:3]1.[OH2:23].Cl.[CH3:25][OH:26], predict the reaction product. The product is: [O:1]=[C:2]1[C:11]2[C:6](=[CH:7][CH:8]=[CH:9][CH:10]=2)[C:5]2[CH2:12][C:13]3[C:14]([C:25]([OH:26])=[O:23])=[CH:15][CH:16]=[CH:17][C:18]=3[C:4]=2[NH:3]1.